The task is: Predict the product of the given reaction.. This data is from Forward reaction prediction with 1.9M reactions from USPTO patents (1976-2016). (1) Given the reactants [Br:1][C:2]1[CH:3]=[C:4]2[C:9](=[CH:10][CH:11]=1)[N:8]=[CH:7][C:6](I)=[C:5]2[O:13][CH3:14].P([O-])([O-])([O-])=O.[K+].[K+].[K+].[NH:23]1[CH2:27][CH2:26][CH2:25][C:24]1=[O:28].CNC(NC)C, predict the reaction product. The product is: [Br:1][C:2]1[CH:3]=[C:4]2[C:9](=[CH:10][CH:11]=1)[N:8]=[CH:7][C:6]([N:23]1[CH2:27][CH2:26][CH2:25][C:24]1=[O:28])=[C:5]2[O:13][CH3:14]. (2) The product is: [NH2:1][C:2]1[C:3]([C:4]#[N:5])=[C:6]([F:10])[C:7]([I:16])=[CH:8][CH:9]=1. Given the reactants [NH2:1][C:2]1[CH:9]=[CH:8][CH:7]=[C:6]([F:10])[C:3]=1[C:4]#[N:5].C(=O)(O)[O-].[Na+].[I:16]Cl, predict the reaction product.